From a dataset of Reaction yield outcomes from USPTO patents with 853,638 reactions. Predict the reaction yield, written as a fraction of the theoretical maximum amount of product (1.0 means a 100% yield; for example, 0.34 means a 34% yield). (1) The reactants are [CH2:1]([N:8]([CH2:18][CH2:19][CH2:20][N:21]([CH2:31][C:32]1[CH:37]=[CH:36][CH:35]=[CH:34][CH:33]=1)[C:22]([O:24][CH2:25][C:26]1[S:30][CH:29]=[N:28][CH:27]=1)=[O:23])[C:9](=[O:17])[O:10][CH2:11][C:12]1[S:16][CH:15]=[N:14][CH:13]=1)[C:2]1[CH:7]=[CH:6][CH:5]=[CH:4][CH:3]=1.[H-].[Na+].[C:40]1([C:40]2[CH:45]=[CH:44][C:43](CBr)=[CH:42][CH:41]=2)[CH:45]=[CH:44][CH:43]=[CH:42][CH:41]=1. No catalyst specified. The product is [C:35]1([C:2]2[CH:7]=[CH:6][CH:5]=[CH:4][CH:3]=2)[CH:34]=[CH:33][C:32]([CH2:31][N:21]([CH2:20][CH2:19][CH2:18][N:8]([CH2:1][C:2]2[CH:7]=[CH:6][C:5]([C:40]3[CH:45]=[CH:44][CH:43]=[CH:42][CH:41]=3)=[CH:4][CH:3]=2)[C:9]([O:10][CH2:11][C:12]2[S:16][CH:15]=[N:14][CH:13]=2)=[O:17])[C:22](=[O:23])[O:24][CH2:25][C:26]2[S:30][CH:29]=[N:28][CH:27]=2)=[CH:37][CH:36]=1. The yield is 0.250. (2) The reactants are [CH3:1][N:2]([CH3:31])[C:3]1[N:8]=[C:7]([O:9][CH3:10])[C:6]([C:11]2[C:24]3[C:19](=[CH:20][C:21]([O:27][CH2:28][CH3:29])=[C:22]([O:25][CH3:26])[CH:23]=3)[C@@H:18]3[C@@H:13]([CH2:14][CH2:15][C@@H:16]([OH:30])[CH2:17]3)[N:12]=2)=[CH:5][N:4]=1.[O:32]=[C:33]([CH2:37][CH2:38][C:39]([OH:41])=[O:40])[C:34](O)=[O:35]. The catalyst is CC(C)=O. The product is [O:32]=[C:33]([CH2:37][CH2:38][C:39]([OH:41])=[O:40])[C:34]([O:30][C@@H:16]1[CH2:15][CH2:14][C@@H:13]2[C@@H:18]([C:19]3[C:24]([C:11]([C:6]4[C:7]([O:9][CH3:10])=[N:8][C:3]([N:2]([CH3:1])[CH3:31])=[N:4][CH:5]=4)=[N:12]2)=[CH:23][C:22]([O:25][CH3:26])=[C:21]([O:27][CH2:28][CH3:29])[CH:20]=3)[CH2:17]1)=[O:35]. The yield is 0.710.